From a dataset of Reaction yield outcomes from USPTO patents with 853,638 reactions. Predict the reaction yield, written as a fraction of the theoretical maximum amount of product (1.0 means a 100% yield; for example, 0.34 means a 34% yield). (1) The reactants are Cl.Cl.[F:3][C:4]1[CH:9]=[CH:8][CH:7]=[C:6]([F:10])[C:5]=1[C:11]1[O:12][C:13]([C:19]2[CH:20]=[N:21][C:22]([N:25]3[CH2:30][CH2:29][NH:28][CH2:27][CH2:26]3)=[CH:23][CH:24]=2)=[C:14]([C:16]([NH2:18])=[O:17])[N:15]=1.C(N(CC)CC)C.[CH3:38][N:39]=[C:40]=[O:41]. The catalyst is C(Cl)Cl. The product is [C:16]([C:14]1[N:15]=[C:11]([C:5]2[C:6]([F:10])=[CH:7][CH:8]=[CH:9][C:4]=2[F:3])[O:12][C:13]=1[C:19]1[CH:24]=[CH:23][C:22]([N:25]2[CH2:26][CH2:27][N:28]([C:40]([NH:39][CH3:38])=[O:41])[CH2:29][CH2:30]2)=[N:21][CH:20]=1)(=[O:17])[NH2:18]. The yield is 0.100. (2) The reactants are [C:1]([C:3]([C:15]1[CH:20]=[CH:19][CH:18]=[CH:17][CH:16]=1)([C:9]1[CH:14]=[CH:13][CH:12]=[CH:11][CH:10]=1)[CH2:4][CH2:5][C:6]([OH:8])=O)#[N:2].Cl.CN(C)CCCN=[C:28]=[N:29][CH2:30][CH3:31].[OH2:33].ON1[C:39]2[CH:40]=[CH:41][CH:42]=[CH:43][C:38]=2N=N1.C(N(CC)C(C)C)(C)C. The catalyst is ClCCl.C(OCC)(=O)C. The product is [O:8]=[C:6]([N:29]1[CH2:28][CH:31]([O:33][C:38]2[CH:43]=[CH:42][CH:41]=[CH:40][CH:39]=2)[CH2:30]1)[CH2:5][CH2:4][C:3]([C:9]1[CH:14]=[CH:13][CH:12]=[CH:11][CH:10]=1)([C:15]1[CH:20]=[CH:19][CH:18]=[CH:17][CH:16]=1)[C:1]#[N:2]. The yield is 0.750. (3) The reactants are [F:1][C:2]1[CH:3]=[C:4]([CH:10]2[C:18]3[O:17][C:16](=O)[NH:15][C:14](=[O:20])[C:13]=3[CH2:12][CH2:11]2)[CH:5]=[C:6]([F:9])[C:7]=1[F:8].[OH-].[NH4+:22]. No catalyst specified. The product is [F:1][C:2]1[CH:3]=[C:4]([CH:10]2[C:18]3[NH:22][C:16](=[O:17])[NH:15][C:14](=[O:20])[C:13]=3[CH2:12][CH2:11]2)[CH:5]=[C:6]([F:9])[C:7]=1[F:8]. The yield is 1.06. (4) The catalyst is ClCCl. The yield is 0.480. The reactants are [F:1][C:2]([F:9])([F:8])[C:3]1([OH:7])[CH2:6][CH2:5][CH2:4]1.N1C=CC=CC=1.Cl[C:17]([O:19][C:20]1[CH:25]=[CH:24][C:23]([N+:26]([O-:28])=[O:27])=[CH:22][CH:21]=1)=[O:18]. The product is [F:1][C:2]([F:9])([F:8])[C:3]1([O:7][C:17](=[O:18])[O:19][C:20]2[CH:21]=[CH:22][C:23]([N+:26]([O-:28])=[O:27])=[CH:24][CH:25]=2)[CH2:6][CH2:5][CH2:4]1. (5) The reactants are C(O[BH-](OC(=O)C)OC(=O)C)(=O)C.[Na+].[CH3:15][CH2:16][O:17][C:18]([CH:20]1[CH2:24][CH2:23][CH:22]([CH:25]=O)[N:21]1[C:27]([O:29][C:30]([CH3:33])([CH3:32])[CH3:31])=[O:28])=[O:19].[C:34]([O:38][C:39](=[O:42])[CH2:40][NH2:41])([CH3:37])([CH3:36])[CH3:35]. The catalyst is ClCCl. The product is [CH3:15][CH2:16][O:17][C:18]([CH:20]1[CH2:24][CH2:23][CH:22]([CH2:25][NH:41][CH2:40][C:39]([O:38][C:34]([CH3:37])([CH3:36])[CH3:35])=[O:42])[N:21]1[C:27]([O:29][C:30]([CH3:33])([CH3:32])[CH3:31])=[O:28])=[O:19]. The yield is 0.470. (6) The reactants are [N-:1]=[N+:2]=[N-:3].[Na+].[CH3:5][C:6]1[CH:11]=[CH:10][C:9]([S:12](Cl)(=[O:14])=[O:13])=[CH:8][CH:7]=1. The catalyst is CC(C)=O.O. The product is [CH3:5][C:6]1[CH:11]=[CH:10][C:9]([S:12]([N:1]=[N+:2]=[N-:3])(=[O:14])=[O:13])=[CH:8][CH:7]=1. The yield is 0.882.